The task is: Regression. Given a peptide amino acid sequence and an MHC pseudo amino acid sequence, predict their binding affinity value. This is MHC class II binding data.. This data is from Peptide-MHC class II binding affinity with 134,281 pairs from IEDB. (1) The peptide sequence is TARRHLAEGKVDTGV. The binding affinity (normalized) is 0.329. The MHC is DRB4_0103 with pseudo-sequence DRB4_0103. (2) The peptide sequence is GNGVVALRNAQLVTF. The MHC is HLA-DPA10103-DPB10401 with pseudo-sequence HLA-DPA10103-DPB10401. The binding affinity (normalized) is 0.445. (3) The peptide sequence is AARLFKAFILDGDKL. The MHC is HLA-DQA10102-DQB10502 with pseudo-sequence HLA-DQA10102-DQB10502. The binding affinity (normalized) is 0.617. (4) The peptide sequence is NIVVNVFNQLDQPLL. The MHC is DRB3_0101 with pseudo-sequence DRB3_0101. The binding affinity (normalized) is 0.329.